From a dataset of Forward reaction prediction with 1.9M reactions from USPTO patents (1976-2016). Predict the product of the given reaction. (1) Given the reactants [C:1]([O:20][CH2:21][C:22]1[CH:27]=[CH:26][C:25]([C:28]2[CH:33]=[CH:32][C:31]([CH2:34][O:35][C:36]([C:49]3[CH:54]=[CH:53][CH:52]=[CH:51][CH:50]=3)([C:43]3[CH:48]=[CH:47][CH:46]=[CH:45][CH:44]=3)[C:37]3[CH:42]=[CH:41][CH:40]=[CH:39][CH:38]=3)=[CH:30][CH:29]=2)=[C:24]([N+:55]([O-])=O)[CH:23]=1)([C:14]1[CH:19]=[CH:18][CH:17]=[CH:16][CH:15]=1)([C:8]1[CH:13]=[CH:12][CH:11]=[CH:10][CH:9]=1)[C:2]1[CH:7]=[CH:6][CH:5]=[CH:4][CH:3]=1, predict the reaction product. The product is: [C:1]([O:20][CH2:21][C:22]1[CH:27]=[CH:26][C:25]2[C:28]3[C:33](=[CH:32][C:31]([CH2:34][O:35][C:36]([C:49]4[CH:54]=[CH:53][CH:52]=[CH:51][CH:50]=4)([C:43]4[CH:48]=[CH:47][CH:46]=[CH:45][CH:44]=4)[C:37]4[CH:42]=[CH:41][CH:40]=[CH:39][CH:38]=4)=[CH:30][CH:29]=3)[NH:55][C:24]=2[CH:23]=1)([C:14]1[CH:19]=[CH:18][CH:17]=[CH:16][CH:15]=1)([C:8]1[CH:13]=[CH:12][CH:11]=[CH:10][CH:9]=1)[C:2]1[CH:7]=[CH:6][CH:5]=[CH:4][CH:3]=1. (2) Given the reactants [C:1]([O:5][C:6](=[O:19])[NH:7][CH2:8][C:9]1[CH:14]=[C:13]([CH:15]=O)[CH:12]=[C:11]([Cl:17])[C:10]=1[F:18])([CH3:4])([CH3:3])[CH3:2].[CH2:20]([NH:22][CH2:23][CH3:24])[CH3:21].C(O)(=O)C.C(O[BH-](OC(=O)C)OC(=O)C)(=O)C.[Na+], predict the reaction product. The product is: [C:1]([O:5][C:6](=[O:19])[NH:7][CH2:8][C:9]1[CH:14]=[C:13]([CH2:15][N:22]([CH2:23][CH3:24])[CH2:20][CH3:21])[CH:12]=[C:11]([Cl:17])[C:10]=1[F:18])([CH3:4])([CH3:3])[CH3:2]. (3) Given the reactants [CH2:1]([O:3][C:4]([C:6]1[CH:15]=[CH:14][C:13]2[C:8](=[CH:9][CH:10]=[C:11]([C:16]3[C:24]4[C:19](=[CH:20][CH:21]=[C:22]([C:25]#[N:26])[CH:23]=4)[N:18](C4CCCCO4)[N:17]=3)[CH:12]=2)[CH:7]=1)=[O:5])[CH3:2].[ClH:33].[CH2:34]([OH:36])[CH3:35], predict the reaction product. The product is: [ClH:33].[ClH:33].[CH2:1]([O:3][C:4]([C:6]1[CH:15]=[CH:14][C:13]2[C:8](=[CH:9][CH:10]=[C:11]([C:16]3[C:24]4[C:19](=[CH:20][CH:21]=[C:22]([C:25]([O:36][CH2:34][CH3:35])=[NH:26])[CH:23]=4)[NH:18][N:17]=3)[CH:12]=2)[CH:7]=1)=[O:5])[CH3:2]. (4) Given the reactants [CH3:1][C:2]1[CH:7]=[C:6]([NH:8][C:9]([C:11]2[C:16]([NH:17][C:18]3[CH:19]=[N:20][CH:21]=[CH:22][CH:23]=3)=[CH:15][CH:14]=[C:13]([CH3:24])[N:12]=2)=[O:10])[CH:5]=[CH:4][N:3]=1.[F:25]C1C=NC=C(F)C=1.C(=O)([O-])[O-].[Cs+].[Cs+], predict the reaction product. The product is: [CH3:1][C:2]1[CH:7]=[C:6]([NH:8][C:9]([C:11]2[C:16]([NH:17][C:18]3[CH:19]=[N:20][CH:21]=[C:22]([F:25])[CH:23]=3)=[CH:15][CH:14]=[C:13]([CH3:24])[N:12]=2)=[O:10])[CH:5]=[CH:4][N:3]=1. (5) Given the reactants [C:1]([O:5][C:6](=[O:27])[NH:7][C:8]1[C:9]([CH2:25][F:26])([CH2:23][F:24])[O:10][CH2:11][C:12]([C:15]2[CH:20]=[C:19](Br)[CH:18]=[CH:17][C:16]=2[F:22])([CH3:14])[N:13]=1)([CH3:4])([CH3:3])[CH3:2].C[N:29](C)[C@@H]1CCCC[C@H]1N.O=C1O[C@H]([C@H](CO)O)C([O-])=C1O.[Na+].[N-]=[N+]=[N-].[Na+], predict the reaction product. The product is: [C:1]([O:5][C:6](=[O:27])[NH:7][C:8]1[C:9]([CH2:25][F:26])([CH2:23][F:24])[O:10][CH2:11][C:12]([C:15]2[CH:20]=[C:19]([NH2:29])[CH:18]=[CH:17][C:16]=2[F:22])([CH3:14])[N:13]=1)([CH3:4])([CH3:3])[CH3:2].